Predict the product of the given reaction. From a dataset of Forward reaction prediction with 1.9M reactions from USPTO patents (1976-2016). Given the reactants FC(F)(F)C(O)=O.[CH2:8]([N:15]1[C:19]2[CH:20]=[CH:21][C:22]3[N:23]([C:24]([CH3:27])=[N:25][N:26]=3)[C:18]=2[CH:17]=[C:16]1[C:28]([OH:30])=O)[C:9]1[CH:14]=[CH:13][CH:12]=[CH:11][CH:10]=1.[CH:31]([N:34](CC)[CH:35](C)C)(C)C.F[P-](F)(F)(F)(F)F.C[N+](C)=C(N(C)C)ON1C2N=CC=CC=2N=N1.CNC.C1COCC1, predict the reaction product. The product is: [CH2:8]([N:15]1[C:19]2[CH:20]=[CH:21][C:22]3[N:23]([C:24]([CH3:27])=[N:25][N:26]=3)[C:18]=2[CH:17]=[C:16]1[C:28]([N:34]([CH3:35])[CH3:31])=[O:30])[C:9]1[CH:10]=[CH:11][CH:12]=[CH:13][CH:14]=1.